From a dataset of Antibody paratope prediction from SAbDab with 1,023 antibody chains. Token-level Classification. Given an antibody amino acid sequence, predict which amino acid positions are active in antigen binding. Output is a list of indices for active paratope positions. (1) Given the antibody sequence: VQLLESGPGLVKPAQTLSLSCAVSGGSIRSGGYYWSWIRQHPGKGLEWIGYIYHSGNTYYNPSLKSRIAMSVDTSENKFSLRLNSVTAADTAVYYCARLDGYTLDIWGQGTLVTVSS, which amino acid positions are active in antigen binding (paratope)? The paratope positions are: [30, 31, 53, 54, 83, 84, 85]. (2) Given the antibody sequence: QSELTQPRSVSGSPGQSVTISCTGTSRDVGGYNYVSWYQQHPGKAPKLIIHDVIERSSGVPDRFSGSKSGNTASLTISGLQAEDEADYYCWSFAGSYYVFGTGTDVTVL, which amino acid positions are active in antigen binding (paratope)? The paratope positions are: [29, 30, 31]. (3) Given the antibody sequence: QVQLQQPGSELVRPGASVKLSCKASGYTFTSYWINWVKQRPGQGLEWIGNIYPGSGRTNYDEKFKNKATLTVDTSSSTVYIQVSSLTSEDAAVFYCVRWVYGNFDSALDYWGQGTSVTVSS, which amino acid positions are active in antigen binding (paratope)? The paratope positions are: [52, 83, 84, 85, 104, 105, 106, 107].